From a dataset of NCI-60 drug combinations with 297,098 pairs across 59 cell lines. Regression. Given two drug SMILES strings and cell line genomic features, predict the synergy score measuring deviation from expected non-interaction effect. (1) Synergy scores: CSS=35.2, Synergy_ZIP=-2.12, Synergy_Bliss=-5.76, Synergy_Loewe=-12.2, Synergy_HSA=-5.95. Drug 2: CC(C)CN1C=NC2=C1C3=CC=CC=C3N=C2N. Drug 1: COC1=C(C=C2C(=C1)N=CN=C2NC3=CC(=C(C=C3)F)Cl)OCCCN4CCOCC4. Cell line: IGROV1. (2) Synergy scores: CSS=62.6, Synergy_ZIP=-4.26, Synergy_Bliss=-2.74, Synergy_Loewe=-30.8, Synergy_HSA=1.13. Drug 1: C1C(C(OC1N2C=NC3=C(N=C(N=C32)Cl)N)CO)O. Drug 2: CC1=C(C(CCC1)(C)C)C=CC(=CC=CC(=CC(=O)O)C)C. Cell line: ACHN. (3) Drug 1: C1CC(=O)NC(=O)C1N2CC3=C(C2=O)C=CC=C3N. Drug 2: CN(C)N=NC1=C(NC=N1)C(=O)N. Cell line: RXF 393. Synergy scores: CSS=2.86, Synergy_ZIP=-1.03, Synergy_Bliss=-1.35, Synergy_Loewe=-0.827, Synergy_HSA=-0.683. (4) Drug 1: CC(C1=C(C=CC(=C1Cl)F)Cl)OC2=C(N=CC(=C2)C3=CN(N=C3)C4CCNCC4)N. Drug 2: C(=O)(N)NO. Cell line: LOX IMVI. Synergy scores: CSS=7.26, Synergy_ZIP=-2.08, Synergy_Bliss=-4.99, Synergy_Loewe=-22.3, Synergy_HSA=-3.88. (5) Drug 1: C1=NC2=C(N=C(N=C2N1C3C(C(C(O3)CO)O)O)F)N. Drug 2: CS(=O)(=O)CCNCC1=CC=C(O1)C2=CC3=C(C=C2)N=CN=C3NC4=CC(=C(C=C4)OCC5=CC(=CC=C5)F)Cl. Cell line: SNB-75. Synergy scores: CSS=6.18, Synergy_ZIP=0.763, Synergy_Bliss=0.0165, Synergy_Loewe=-4.73, Synergy_HSA=-3.26. (6) Drug 1: C1C(C(OC1N2C=NC3=C(N=C(N=C32)Cl)N)CO)O. Drug 2: C1CCC(C(C1)N)N.C(=O)(C(=O)[O-])[O-].[Pt+4]. Cell line: SW-620. Synergy scores: CSS=64.5, Synergy_ZIP=-6.15, Synergy_Bliss=-6.37, Synergy_Loewe=-0.696, Synergy_HSA=3.83. (7) Drug 2: C1=CC(=CC=C1C#N)C(C2=CC=C(C=C2)C#N)N3C=NC=N3. Synergy scores: CSS=25.8, Synergy_ZIP=2.36, Synergy_Bliss=3.52, Synergy_Loewe=-2.15, Synergy_HSA=0.907. Drug 1: CC(CN1CC(=O)NC(=O)C1)N2CC(=O)NC(=O)C2. Cell line: RPMI-8226.